Dataset: Forward reaction prediction with 1.9M reactions from USPTO patents (1976-2016). Task: Predict the product of the given reaction. Given the reactants [CH3:1][O:2][C:3](=[O:14])[C:4]([C:7]1[CH:12]=[CH:11][CH:10]=[C:9](Br)[CH:8]=1)([CH3:6])[CH3:5].C([O-])(=O)C.[K+].[B:20]1([B:20]2[O:24][C:23]([CH3:26])([CH3:25])[C:22]([CH3:28])([CH3:27])[O:21]2)[O:24][C:23]([CH3:26])([CH3:25])[C:22]([CH3:28])([CH3:27])[O:21]1, predict the reaction product. The product is: [CH3:1][O:2][C:3](=[O:14])[C:4]([CH3:6])([C:7]1[CH:12]=[CH:11][CH:10]=[C:9]([B:20]2[O:24][C:23]([CH3:26])([CH3:25])[C:22]([CH3:28])([CH3:27])[O:21]2)[CH:8]=1)[CH3:5].